This data is from Forward reaction prediction with 1.9M reactions from USPTO patents (1976-2016). The task is: Predict the product of the given reaction. (1) Given the reactants [Cl:1][C:2]1[CH:3]=[C:4]([C:9]([CH3:14])([CH3:13])[C:10](Cl)=[O:11])[CH:5]=[C:6]([Cl:8])[CH:7]=1.[CH2:15]([N:22]1[CH2:26][C@@H:25]([C:27]2[CH:32]=[CH:31][CH:30]=[CH:29][C:28]=2[CH3:33])[C@H:24]([NH:34][CH3:35])[CH2:23]1)[C:16]1[CH:21]=[CH:20][CH:19]=[CH:18][CH:17]=1.C(N(C(C)C)C(C)C)C, predict the reaction product. The product is: [CH2:15]([N:22]1[CH2:26][C@@H:25]([C:27]2[CH:32]=[CH:31][CH:30]=[CH:29][C:28]=2[CH3:33])[C@H:24]([N:34]([CH3:35])[C:10](=[O:11])[C:9]([C:4]2[CH:3]=[C:2]([Cl:1])[CH:7]=[C:6]([Cl:8])[CH:5]=2)([CH3:14])[CH3:13])[CH2:23]1)[C:16]1[CH:17]=[CH:18][CH:19]=[CH:20][CH:21]=1. (2) Given the reactants [C:1]([N:5]1[CH:9]=[CH:8][C:7](C(OCC)=O)=[N:6]1)([CH3:4])([CH3:3])[CH3:2].[Li+].[OH-:16].O.Cl.C1[CH2:23][O:22]CC1.CO.O, predict the reaction product. The product is: [C:1]([N:5]1[CH:9]=[C:8]([C:23]([OH:22])=[O:16])[CH:7]=[N:6]1)([CH3:2])([CH3:3])[CH3:4]. (3) Given the reactants CCN(C(C)C)C(C)C.[Br:10][C:11]1[CH:12]=[C:13]([NH2:18])[C:14]([NH2:17])=[N:15][CH:16]=1.[CH3:19][O:20][C:21](=[O:31])[C:22]1[CH:30]=[CH:29][C:25]([C:26](O)=O)=[CH:24][CH:23]=1.CN(C(ON1N=NC2C=CC=CC1=2)=[N+](C)C)C.F[P-](F)(F)(F)(F)F, predict the reaction product. The product is: [Br:10][C:11]1[CH:12]=[C:13]2[N:18]=[C:26]([C:25]3[CH:29]=[CH:30][C:22]([C:21]([O:20][CH3:19])=[O:31])=[CH:23][CH:24]=3)[NH:17][C:14]2=[N:15][CH:16]=1. (4) Given the reactants CS(C)=O.[CH2:5]([N:12]([CH2:20][C:21]1[CH:26]=[CH:25][CH:24]=[CH:23][CH:22]=1)[CH:13]1[CH2:18][CH2:17][CH:16]([OH:19])[CH2:15][CH2:14]1)[C:6]1[CH:11]=[CH:10][CH:9]=[CH:8][CH:7]=1.CCN(CC)CC, predict the reaction product. The product is: [CH2:20]([N:12]([CH2:5][C:6]1[CH:11]=[CH:10][CH:9]=[CH:8][CH:7]=1)[CH:13]1[CH2:14][CH2:15][C:16](=[O:19])[CH2:17][CH2:18]1)[C:21]1[CH:22]=[CH:23][CH:24]=[CH:25][CH:26]=1. (5) Given the reactants [C:1]([O:9]CC)(=O)[C:2]1[CH:7]=[CH:6][CH:5]=[N:4][CH:3]=1.[H-].[Na+].[CH3:14][C:15]([CH3:17])=[O:16].Cl, predict the reaction product. The product is: [N:4]1[CH:5]=[CH:6][CH:7]=[C:2]([C:1](=[O:9])[CH2:14][C:15](=[O:16])[CH3:17])[CH:3]=1. (6) The product is: [CH3:14][N:11]1[CH:12]=[CH:13][C:9]([NH:8][C:16]2[C:25]3[C:20](=[CH:21][CH:22]=[C:23]([O:26][C:4]4[CH:5]=[CH:6][N:7]=[CH:2][N:3]=4)[CH:24]=3)[N:19]=[CH:18][N:17]=2)=[N:10]1. Given the reactants Cl[C:2]1[N:7]=[CH:6][CH:5]=[CH:4][N:3]=1.[NH2:8][C:9]1[CH:13]=[CH:12][N:11]([CH3:14])[N:10]=1.Cl[C:16]1[C:25]2[C:20](=[CH:21][CH:22]=[C:23]([OH:26])[CH:24]=2)[N:19]=[CH:18][N:17]=1, predict the reaction product.